This data is from hERG Central: cardiac toxicity at 1µM, 10µM, and general inhibition. The task is: Predict hERG channel inhibition at various concentrations. (1) The compound is NC(=O)COC(=O)c1c2c(nc3ccccc13)CCCC2. Results: hERG_inhib (hERG inhibition (general)): blocker. (2) The drug is COc1ccc(C(=O)NCC2(N3CCCCC3)CCCCC2)cc1. Results: hERG_inhib (hERG inhibition (general)): blocker. (3) Results: hERG_inhib (hERG inhibition (general)): blocker. The drug is COc1ccc(OC(C)c2nnc(N)s2)cc1.